From a dataset of Reaction yield outcomes from USPTO patents with 853,638 reactions. Predict the reaction yield, written as a fraction of the theoretical maximum amount of product (1.0 means a 100% yield; for example, 0.34 means a 34% yield). (1) The reactants are Br[C:2]1[CH:3]=[C:4]([C:7]([O:9][CH3:10])=[O:8])[O:5][CH:6]=1.C(=O)([O-])[O-].[K+].[K+].[CH3:17][N:18]1[C:22](B2OC(C)(C)C(C)(C)O2)=[CH:21][CH:20]=[N:19]1. The catalyst is O1CCOCC1.O.CC(C)([P](C(C)(C)C)([Pd][P](C(C)(C)C)(C(C)(C)C)C(C)(C)C)C(C)(C)C)C. The product is [CH3:17][N:18]1[C:22]([C:2]2[CH:3]=[C:4]([C:7]([O:9][CH3:10])=[O:8])[O:5][CH:6]=2)=[CH:21][CH:20]=[N:19]1. The yield is 0.260. (2) The reactants are [CH:1]1([CH2:4][N:5]2[C:9]3=[N:10][CH:11]=[C:12]([C:14]([O:16]C)=[O:15])[CH:13]=[C:8]3[N:7]=[C:6]2[CH2:18][C:19]2[CH:24]=[CH:23][C:22]([O:25][CH2:26][CH3:27])=[CH:21][CH:20]=2)[CH2:3][CH2:2]1.[OH-].[Na+]. The catalyst is C1COCC1.CO. The product is [CH:1]1([CH2:4][N:5]2[C:9]3=[N:10][CH:11]=[C:12]([C:14]([OH:16])=[O:15])[CH:13]=[C:8]3[N:7]=[C:6]2[CH2:18][C:19]2[CH:24]=[CH:23][C:22]([O:25][CH2:26][CH3:27])=[CH:21][CH:20]=2)[CH2:3][CH2:2]1. The yield is 1.00.